From a dataset of Full USPTO retrosynthesis dataset with 1.9M reactions from patents (1976-2016). Predict the reactants needed to synthesize the given product. (1) Given the product [C:1]([NH:27][CH2:26][CH2:25][NH:24][CH2:23][CH2:22][OH:21])(=[O:20])[CH2:2][CH2:3][CH2:4][CH2:5][CH2:6][CH2:7][CH2:8][CH2:9][CH2:10][CH2:11][CH2:12][CH2:13][CH2:14][CH2:15][CH2:16][CH2:17][CH3:18], predict the reactants needed to synthesize it. The reactants are: [C:1]([OH:20])(=O)[CH2:2][CH2:3][CH2:4][CH2:5][CH2:6][CH2:7][CH2:8][CH2:9][CH2:10][CH2:11][CH2:12][CH2:13][CH2:14][CH2:15][CH2:16][CH2:17][CH3:18].[OH:21][CH2:22][CH2:23][NH:24][CH2:25][CH2:26][NH2:27]. (2) The reactants are: C(OC([N:8]1[CH2:13][CH2:12][N:11]([C:14]2[CH:19]=[CH:18][C:17]([N:20]3[CH2:24][C@H:23]([CH2:25][O:26][C:27]4[CH:31]=[CH:30][O:29][N:28]=4)[O:22][C:21]3=[O:32])=[CH:16][C:15]=2[F:33])[CH2:10][CH2:9]1)=O)(C)(C)C.[ClH:34]. Given the product [ClH:34].[ClH:34].[N:11]1([C:14]2[CH:19]=[CH:18][C:17]([N:20]3[CH2:24][C@H:23]([CH2:25][O:26][C:27]4[CH:31]=[CH:30][O:29][N:28]=4)[O:22][C:21]3=[O:32])=[CH:16][C:15]=2[F:33])[CH2:10][CH2:9][NH:8][CH2:13][CH2:12]1, predict the reactants needed to synthesize it. (3) Given the product [CH2:1]([O:3][CH:4]([O:8][CH2:9][CH3:10])[C@@H:5]([NH:7][CH2:21][C:16]1[CH:17]=[CH:18][CH:19]=[C:20]2[C:15]=1[N:14]=[CH:13][CH:12]=[N:11]2)[CH3:6])[CH3:2], predict the reactants needed to synthesize it. The reactants are: [CH2:1]([O:3][CH:4]([O:8][CH2:9][CH3:10])[C@@H:5]([NH2:7])[CH3:6])[CH3:2].[N:11]1[C:20]2[CH:19]=[CH:18][CH:17]=[C:16]([CH:21]=O)[C:15]=2[N:14]=[CH:13][CH:12]=1. (4) Given the product [CH:1]([C:7]1[C:8]([C:12]2[CH:13]=[N:14][CH:15]=[CH:16][CH:17]=2)=[N:9][O:10][CH:11]=1)=[CH:2][CH2:3][CH2:4][CH2:5][CH2:6][CH2:19][CH3:20], predict the reactants needed to synthesize it. The reactants are: [CH:1]([C:7]1[C:8]([C:12]2[CH2:13][N:14](C)[CH2:15][CH2:16][CH:17]=2)=[N:9][O:10][CH:11]=1)=[CH:2][CH2:3][CH2:4][CH2:5][CH3:6].[CH:19](/B(O)O)=[CH:20]\CCCCCC.[O-]P([O-])([O-])=O.[K+].[K+].[K+].COC1C=CC=C(OC)C=1C1C=CC=CC=1P(C1CCCCC1)C1CCCCC1.